From a dataset of TCR-epitope binding with 47,182 pairs between 192 epitopes and 23,139 TCRs. Binary Classification. Given a T-cell receptor sequence (or CDR3 region) and an epitope sequence, predict whether binding occurs between them. (1) The epitope is FLPRVFSAV. The TCR CDR3 sequence is CASSLGANTGELFF. Result: 0 (the TCR does not bind to the epitope). (2) The TCR CDR3 sequence is CASSELGQRYF. Result: 0 (the TCR does not bind to the epitope). The epitope is CTELKLSDY. (3) The epitope is QVPLRPMTYK. The TCR CDR3 sequence is CATLRDERKGCEQYF. Result: 0 (the TCR does not bind to the epitope). (4) The epitope is RQLLFVVEV. The TCR CDR3 sequence is CASSQVGGEQFF. Result: 1 (the TCR binds to the epitope).